Dataset: Catalyst prediction with 721,799 reactions and 888 catalyst types from USPTO. Task: Predict which catalyst facilitates the given reaction. Reactant: C(P(=O)(OCC)OCC)#N.[F:11][C:12]1[CH:13]=[C:14]2[C:18](=[CH:19][CH:20]=1)[N:17]([CH2:21][C:22]1[CH:27]=[CH:26][CH:25]=[C:24]([F:28])[CH:23]=1)[C:16]([C:29](O)=[O:30])=[CH:15]2.[NH2:32][C:33]1[CH:34]=[N:35][C:36]([N:39]2[CH2:43][CH2:42][CH2:41][CH2:40]2)=[CH:37][CH:38]=1.C(N(CC)CC)C. Product: [N:39]1([C:36]2[N:35]=[CH:34][C:33]([NH:32][C:29]([C:16]3[N:17]([CH2:21][C:22]4[CH:27]=[CH:26][CH:25]=[C:24]([F:28])[CH:23]=4)[C:18]4[C:14]([CH:15]=3)=[CH:13][C:12]([F:11])=[CH:20][CH:19]=4)=[O:30])=[CH:38][CH:37]=2)[CH2:43][CH2:42][CH2:41][CH2:40]1. The catalyst class is: 9.